Dataset: NCI-60 drug combinations with 297,098 pairs across 59 cell lines. Task: Regression. Given two drug SMILES strings and cell line genomic features, predict the synergy score measuring deviation from expected non-interaction effect. Drug 1: C1=C(C(=O)NC(=O)N1)N(CCCl)CCCl. Drug 2: CCN(CC)CCCC(C)NC1=C2C=C(C=CC2=NC3=C1C=CC(=C3)Cl)OC. Cell line: HCT-15. Synergy scores: CSS=58.7, Synergy_ZIP=5.92, Synergy_Bliss=4.87, Synergy_Loewe=2.38, Synergy_HSA=6.84.